This data is from Experimentally validated miRNA-target interactions with 360,000+ pairs, plus equal number of negative samples. The task is: Binary Classification. Given a miRNA mature sequence and a target amino acid sequence, predict their likelihood of interaction. (1) The miRNA is hsa-miR-6086 with sequence GGAGGUUGGGAAGGGCAGAG. The protein sequence of the target gene is MLAPLRNAPGREGATSPSPPTDATGSLGEWDVDRNVKTEGWVSKERISKLHRLRMADILSQSETLASQDLSGDFKKPALPVSPAARSKAPASSSSNPEEVQKEGPTALQDSNSGEPDIPPPQPDCGDFRSLQEEQSRPPTAVSSPGGPARAPPYQEPPWGGPATAPYSLETLKGGTILGTRSLKGTSYCLFGRLSGCDVCLEHPSVSRYHAVLQHRASGPDGECDSNGPGFYLYDLGSTHGTFLNKTRIPPRTYCRVHVGHVVRFGGSTRLFILQGPEEDREAESELTVTQLKELRKQQQ.... Result: 1 (interaction). (2) The miRNA is cel-miR-71-5p with sequence UGAAAGACAUGGGUAGUGAGACG. The protein sequence of the target gene is MLPSTSVNSLVQGNGVLNSRDAARHTAGAKRYKYLRRLFRFRQMDFEFAAWQMLYLFTSPQRVYRNFHYRKQTKDQWARDDPAFLVLLSIWLCVSTIGFGFVLDMGFFETIKLLLWVVLIDCVGVGLLIATLMWFISNKYLVKRQSRDYDVEWGYAFDVHLNAFYPLLVILHFIQLFFINHVILTDTFIGYLVGNTLWLVAVGYYIYVTFLGYSALPFLKNTVILLYPFAPLILLYGLSLALGWNFTHTLCSFYKYRVK. Result: 0 (no interaction). (3) The miRNA is hsa-miR-200b-5p with sequence CAUCUUACUGGGCAGCAUUGGA. The protein sequence of the target gene is MEATKQVVNFGPGPAKLPHSVLLEIQKQLLDYRGLGISVLEMSHRSSDFAKIIGNTENLVRELLAVPNNYKVIFVQGGGSGQFSAVPLNLIGLKAGRSADYVVTGAWSAKAAEEAKKFGTVNIVHPKLGSYTKIPDPSTWNLNPDASYVYFCANETVHGVEFDFVPDVKGAVLVCDMSSNFLSRPVDVSKFGVIFAGAQKNVGSAGVTVVIVRDDLLGFSLRECPSVLDYKVQAGNNSLYNTPPCFSIYVMGMVLEWIKNNGGAAAMEKLSSIKSQMIYEIIDNSQGFYVCPVERQNRSR.... Result: 0 (no interaction).